This data is from Catalyst prediction with 721,799 reactions and 888 catalyst types from USPTO. The task is: Predict which catalyst facilitates the given reaction. (1) Reactant: [CH2:1]([CH:8]1[C:16]2[C:11](=[CH:12][CH:13]=[C:14]([O:17][CH2:18][CH2:19][NH:20][S:21]([C:24]3[N:25]=[CH:26][N:27]([CH3:29])[CH:28]=3)(=[O:23])=[O:22])[CH:15]=2)[CH2:10][CH:9]1[NH:30][CH2:31][C:32]([CH3:36])([CH3:35])[CH2:33]Cl)[C:2]1[CH:7]=[CH:6][CH:5]=[CH:4][CH:3]=1.C(=O)(O)[O-].[Na+]. Product: [CH2:1]([CH:8]1[C:16]2[C:11](=[CH:12][CH:13]=[C:14]([O:17][CH2:18][CH2:19][NH:20][S:21]([C:24]3[N:25]=[CH:26][N:27]([CH3:29])[CH:28]=3)(=[O:23])=[O:22])[CH:15]=2)[CH2:10][CH:9]1[N:30]1[CH2:33][C:32]([CH3:36])([CH3:35])[CH2:31]1)[C:2]1[CH:7]=[CH:6][CH:5]=[CH:4][CH:3]=1. The catalyst class is: 245. (2) Reactant: [Br:1][C:2]1[CH:3]=[N:4][CH:5]=[C:6]([CH:10]=1)[C:7]([OH:9])=O.[F:11][C:12]1[CH:13]=[C:14]2[C:18](=[CH:19][CH:20]=1)[NH:17][CH2:16][CH2:15]2.CN(C(ON1N=NC2C=CC=CC1=2)=[N+](C)C)C.[B-](F)(F)(F)F.O. Product: [Br:1][C:2]1[CH:10]=[C:6]([C:7]([N:17]2[C:18]3[C:14](=[CH:13][C:12]([F:11])=[CH:20][CH:19]=3)[CH2:15][CH2:16]2)=[O:9])[CH:5]=[N:4][CH:3]=1. The catalyst class is: 3. (3) Reactant: [Br:1][C:2]1[N:7]=[C:6]([CH:8]=[C:9]([C:24]#[N:25])[C:10]([NH:12][CH:13]([C:17]2[CH:22]=[CH:21][C:20]([OH:23])=[CH:19][CH:18]=2)[CH2:14][CH2:15][CH3:16])=[O:11])[CH:5]=[CH:4][CH:3]=1.CI.[C:28](=O)([O-])[O-].[K+].[K+].[C:34]([O:37][CH2:38][CH3:39])(=O)C. Product: [Br:1][C:2]1[N:7]=[C:6](/[CH:8]=[C:9](\[C:24]#[N:25])/[C:10]([NH:12][CH:13]([C:17]2[CH:22]=[CH:21][C:20]([O:23][CH3:28])=[CH:19][CH:18]=2)[CH2:14][CH2:15][CH3:16])=[O:11])[CH:5]=[CH:4][CH:3]=1.[Br:1][C:2]1[N:7]=[C:6](/[CH:8]=[C:9](/[C:24]#[N:25])\[C:10]([NH:12][CH:13]([C:17]2[CH:22]=[CH:39][C:38]([O:37][CH3:34])=[CH:19][CH:18]=2)[CH2:14][CH2:15][CH3:16])=[O:11])[CH:5]=[CH:4][CH:3]=1. The catalyst class is: 21. (4) Reactant: [Br:1][C:2]1[CH:7]=[C:6]([CH2:8][C:9]2[CH:14]=[CH:13][C:12]([O:15][CH2:16][CH3:17])=[CH:11][CH:10]=2)[C:5]([Cl:18])=[CH:4][C:3]=1[CH2:19][CH2:20][C:21](O)=[O:22].S(C)C. Product: [Br:1][C:2]1[CH:7]=[C:6]([CH2:8][C:9]2[CH:10]=[CH:11][C:12]([O:15][CH2:16][CH3:17])=[CH:13][CH:14]=2)[C:5]([Cl:18])=[CH:4][C:3]=1[CH2:19][CH2:20][CH2:21][OH:22]. The catalyst class is: 1. (5) Reactant: [NH2:1][C:2]1[S:3][C:4]([C:8]2[CH:13]=[CH:12][C:11]([C:14](=[O:16])[CH3:15])=[CH:10][CH:9]=2)=[C:5]([CH3:7])[N:6]=1.[C:17](N1C=CN=C1)([N:19]1[CH:23]=[CH:22][N:21]=[CH:20]1)=[O:18]. Product: [C:14]([C:11]1[CH:12]=[CH:13][C:8]([C:4]2[S:3][C:2]([NH:1][C:17]([N:19]3[CH:23]=[CH:22][N:21]=[CH:20]3)=[O:18])=[N:6][C:5]=2[CH3:7])=[CH:9][CH:10]=1)(=[O:16])[CH3:15]. The catalyst class is: 266. (6) Reactant: [Cl:1][C:2]1[N:3]=[CH:4][N:5]([C:17]2[CH:22]=[CH:21][C:20]([F:23])=[CH:19][C:18]=2[Cl:24])[C:6]=1[C:7]([C:9]1[CH:14]=[CH:13][C:12]([F:15])=[CH:11][C:10]=1[F:16])=[O:8].[BH4-].[Na+]. Product: [Cl:1][C:2]1[N:3]=[CH:4][N:5]([C:17]2[CH:22]=[CH:21][C:20]([F:23])=[CH:19][C:18]=2[Cl:24])[C:6]=1[CH:7]([C:9]1[CH:14]=[CH:13][C:12]([F:15])=[CH:11][C:10]=1[F:16])[OH:8]. The catalyst class is: 5.